From a dataset of Full USPTO retrosynthesis dataset with 1.9M reactions from patents (1976-2016). Predict the reactants needed to synthesize the given product. (1) Given the product [CH3:5][O:4][CH2:3][CH2:2][N:22]1[C:23](=[O:24])[C:18]([N:12]2[CH2:13][CH2:14][O:15][CH2:16][CH2:17]2)=[C:19]2[C:27](=[O:28])[N:26]([CH2:29][CH2:30][C:31]3[CH:40]=[CH:39][C:38]4[C:33](=[CH:34][CH:35]=[CH:36][CH:37]=4)[N:32]=3)[CH2:25][C:20]2=[CH:21]1, predict the reactants needed to synthesize it. The reactants are: Br[CH2:2][CH2:3][O:4][CH3:5].C(=O)([O-])[O-].[K+].[K+].[N:12]1([C:18]2[C:23](=[O:24])[NH:22][CH:21]=[C:20]3[CH2:25][N:26]([CH2:29][CH2:30][C:31]4[CH:40]=[CH:39][C:38]5[C:33](=[CH:34][CH:35]=[CH:36][CH:37]=5)[N:32]=4)[C:27](=[O:28])[C:19]=23)[CH2:17][CH2:16][O:15][CH2:14][CH2:13]1. (2) Given the product [F:1][C:2]1[CH:3]=[CH:4][C:5]([N:8]2[C:16]3[CH2:15][CH2:14][CH2:13][N:12]([C:17](=[O:29])[CH:18]([N:19]4[C:23]([CH3:24])=[CH:22][C:21]([C:25]([F:27])([F:26])[F:28])=[N:20]4)[CH2:39][C:40]([O:42][CH2:43][CH3:44])=[O:41])[C:11]=3[CH:10]=[N:9]2)=[CH:6][CH:7]=1, predict the reactants needed to synthesize it. The reactants are: [F:1][C:2]1[CH:7]=[CH:6][C:5]([N:8]2[C:16]3[CH2:15][CH2:14][CH2:13][N:12]([C:17](=[O:29])[CH2:18][N:19]4[C:23]([CH3:24])=[CH:22][C:21]([C:25]([F:28])([F:27])[F:26])=[N:20]4)[C:11]=3[CH:10]=[N:9]2)=[CH:4][CH:3]=1.[Li+].CC([N-]C(C)C)C.Br[CH2:39][C:40]([O:42][CH2:43][CH3:44])=[O:41]. (3) Given the product [CH2:1]([N:8]1[C:12](=[O:13])[C:11]2=[C:14]([CH2:15][C:16]3[CH:21]=[CH:20][CH:19]=[C:18]([O:22][CH3:23])[CH:17]=3)[N:24]([CH2:25][C:26]3[CH:31]=[CH:30][CH:29]=[CH:28][N:27]=3)[C:33](=[O:35])[CH:32]=[C:10]2[NH:9]1)[C:2]1[CH:3]=[CH:4][CH:5]=[CH:6][CH:7]=1, predict the reactants needed to synthesize it. The reactants are: [CH2:1]([N:8]1[C:12](=[O:13])/[C:11](=[C:14](\[NH:24][CH2:25][C:26]2[CH:31]=[CH:30][CH:29]=[CH:28][N:27]=2)/[CH2:15][C:16]2[CH:21]=[CH:20][CH:19]=[C:18]([O:22][CH3:23])[CH:17]=2)/[C:10]([CH2:32][C:33]([O:35]C)=O)=[N:9]1)[C:2]1[CH:7]=[CH:6][CH:5]=[CH:4][CH:3]=1. (4) Given the product [NH2:2][CH2:1][CH2:3][N:4]1[C:12]([C:13]([O:15][CH2:16][CH3:17])=[O:14])=[CH:11][C:10]2[CH:9]3[CH2:18][CH:6]([CH2:7][CH2:8]3)[C:5]1=2, predict the reactants needed to synthesize it. The reactants are: [C:1]([CH2:3][N:4]1[C:12]([C:13]([O:15][CH2:16][CH3:17])=[O:14])=[CH:11][C:10]2[CH:9]3[CH2:18][CH:6]([CH2:7][CH2:8]3)[C:5]1=2)#[N:2].